From a dataset of Full USPTO retrosynthesis dataset with 1.9M reactions from patents (1976-2016). Predict the reactants needed to synthesize the given product. (1) Given the product [OH:55][C@@:56]1([C:63](=[O:67])[C:64]([N:1]2[CH2:6][CH2:5][CH2:4][CH2:3][CH:2]2[C:7]([O:9][CH2:10][CH2:11][C:12]2[CH:17]=[CH:16][C:15]([O:18][CH3:19])=[C:14]([O:20][CH3:21])[CH:13]=2)=[O:8])=[O:65])[CH2:61][CH2:60][CH2:59][CH2:58][C@H:57]1[CH3:62], predict the reactants needed to synthesize it. The reactants are: [NH:1]1[CH2:6][CH2:5][CH2:4][CH2:3][C@H:2]1[C:7]([O:9][CH2:10][CH2:11][C:12]1[CH:17]=[CH:16][C:15]([O:18][CH3:19])=[C:14]([O:20][CH3:21])[CH:13]=1)=[O:8].CCN(C(C)C)C(C)C.CN(C(ON1N=NC2C=CC=NC1=2)=[N+](C)C)C.F[P-](F)(F)(F)(F)F.[OH:55][C@@:56]1([C:63](=[O:67])[C:64](O)=[O:65])[CH2:61][CH2:60][CH2:59][CH2:58][C@H:57]1[CH3:62]. (2) Given the product [CH2:1]([O:5][CH:6]1[CH2:11][CH2:10][C:9]([C:12]2[CH:17]=[CH:16][C:15]([B:25]([OH:28])[OH:26])=[C:14]([F:18])[C:13]=2[F:19])=[CH:8][CH2:7]1)[CH2:2][CH2:3][CH3:4], predict the reactants needed to synthesize it. The reactants are: [CH2:1]([O:5][CH:6]1[CH2:11][CH2:10][C:9]([C:12]2[CH:17]=[CH:16][CH:15]=[C:14]([F:18])[C:13]=2[F:19])=[CH:8][CH2:7]1)[CH2:2][CH2:3][CH3:4].C([Li])(CC)C.[B:25](OC)([O:28]C)[O:26]C.Cl. (3) Given the product [CH2:16]([CH:18]([CH2:22][CH:23]([CH2:27][CH3:28])[C:24]([OH:26])=[O:25])[C:19]([OH:21])=[O:20])[CH3:17], predict the reactants needed to synthesize it. The reactants are: C(C(CC(CC)CO)CO)C.[OH-].[K+].[H][H].[CH2:16]([CH:18]([CH2:22][CH:23]([CH2:27][CH3:28])[C:24]([O-:26])=[O:25])[C:19]([O-:21])=[O:20])[CH3:17].[K+].[K+].S(=O)(=O)(O)O. (4) Given the product [F:26][CH2:25][CH2:24][N:22]1[CH2:23][CH:20]([NH:19][C:16]2[CH:17]=[CH:18][C:13]([NH:12][C:10]3[N:11]=[C:6]([O:5][C:4]4[CH:3]=[C:2]([NH:1][C:47](=[O:50])[CH:48]=[CH2:49])[CH:34]=[CH:33][CH:32]=4)[C:7]4[CH:31]=[CH:30][NH:29][C:8]=4[N:9]=3)=[C:14]([O:27][CH3:28])[CH:15]=2)[CH2:21]1, predict the reactants needed to synthesize it. The reactants are: [NH2:1][C:2]1[CH:3]=[C:4]([CH:32]=[CH:33][CH:34]=1)[O:5][C:6]1[C:7]2[CH:31]=[CH:30][NH:29][C:8]=2[N:9]=[C:10]([NH:12][C:13]2[CH:18]=[CH:17][C:16]([NH:19][CH:20]3[CH2:23][N:22]([CH2:24][CH2:25][F:26])[CH2:21]3)=[CH:15][C:14]=2[O:27][CH3:28])[N:11]=1.C(N(C(C)C)CC)(C)C.C(Cl)Cl.[C:47](Cl)(=[O:50])[CH:48]=[CH2:49]. (5) The reactants are: [Cl:1][C:2]1[C:11]2[C:6](=[CH:7][CH:8]=[CH:9][CH:10]=2)[CH:5]=[CH:4][C:3]=1[S:12]([CH2:15][CH2:16][NH:17][CH2:18][C:19]1O[CH:21]=[CH:22][CH:23]=1)(=[O:14])=[O:13].ClC1C2C(=CC=CC=2)C=CC=1[S:35]CCNCC1SC=CC=1. Given the product [Cl:1][C:2]1[C:11]2[C:6](=[CH:7][CH:8]=[CH:9][CH:10]=2)[CH:5]=[CH:4][C:3]=1[S:12]([CH2:15][CH2:16][NH:17][CH2:18][C:19]1[S:35][CH:21]=[CH:22][CH:23]=1)(=[O:14])=[O:13], predict the reactants needed to synthesize it. (6) Given the product [CH2:40]([O:52][C:53]1[CH:54]=[C:55]([CH:60]=[C:61]([O:76][CH2:77][CH2:78][CH2:79][CH2:80][CH2:81][CH2:82][CH2:83][CH2:84][CH2:85][CH2:86][CH2:87][CH3:88])[C:62]=1[O:63][CH2:64][CH2:65][CH2:66][CH2:67][CH2:68][CH2:69][CH2:70][CH2:71][CH2:72][CH2:73][CH2:74][CH3:75])[C:56]([N:58]([C:31]([C:22]1[CH:23]=[CH:24][C:25]2[C:20]([CH:21]=1)=[N:19][C:18]1[C:17]3[C:8]([C:7]4[N:6]=[C:5]5[C:30]([CH:1]=[C:2]([C:37]([N:58]([C:56](=[O:57])[C:55]6[CH:60]=[C:61]([O:76][CH2:77][CH2:78][CH2:79][CH2:80][CH2:81][CH2:82][CH2:83][CH2:84][CH2:85][CH2:86][CH2:87][CH3:88])[C:62]([O:63][CH2:64][CH2:65][CH2:66][CH2:67][CH2:68][CH2:69][CH2:70][CH2:71][CH2:72][CH2:73][CH2:74][CH3:75])=[C:53]([O:52][CH2:40][CH2:41][CH2:42][CH2:43][CH2:44][CH2:45][CH2:46][CH2:47][CH2:48][CH2:49][CH2:50][CH3:51])[CH:54]=6)[NH2:59])=[O:38])[CH:3]=[CH:4]5)=[N:29][C:28]=4[C:27]=1[N:26]=2)=[N:9][C:10]1[C:15](=[CH:14][CH:13]=[C:12]([C:34]([N:58]([C:56](=[O:57])[C:55]2[CH:54]=[C:53]([O:52][CH2:40][CH2:41][CH2:42][CH2:43][CH2:44][CH2:45][CH2:46][CH2:47][CH2:48][CH2:49][CH2:50][CH3:51])[C:89]([O:63][CH2:64][CH2:65][CH2:66][CH2:67][CH2:68][CH2:69][CH2:70][CH2:71][CH2:72][CH2:73][CH2:74][CH3:75])=[C:93]([O:92][CH2:91][CH2:90][CH2:86][CH2:85][CH2:84][CH2:83][CH2:82][CH2:81][CH2:80][CH2:79][CH2:78][CH3:77])[CH:60]=2)[NH2:59])=[O:35])[CH:11]=1)[N:16]=3)=[O:32])[NH2:59])=[O:57])[CH2:41][CH2:42][CH2:43][CH2:44][CH2:45][CH2:46][CH2:47][CH2:48][CH2:49][CH2:50][CH3:51], predict the reactants needed to synthesize it. The reactants are: [CH:1]1[C:30]2[C:5](=[N:6][C:7]3[C:8]4[C:17]([C:18]5[C:27]([C:28]=3[N:29]=2)=[N:26][C:25]2[C:20](=[CH:21][C:22]([C:31](Cl)=[O:32])=[CH:23][CH:24]=2)[N:19]=5)=[N:16][C:15]2[C:10](=[CH:11][C:12]([C:34](Cl)=[O:35])=[CH:13][CH:14]=2)[N:9]=4)[CH:4]=[CH:3][C:2]=1[C:37](Cl)=[O:38].[CH2:40]([O:52][C:53]1[CH:54]=[C:55]([CH:60]=[C:61]([O:76][CH2:77][CH2:78][CH2:79][CH2:80][CH2:81][CH2:82][CH2:83][CH2:84][CH2:85][CH2:86][CH2:87][CH3:88])[C:62]=1[O:63][CH2:64][CH2:65][CH2:66][CH2:67][CH2:68][CH2:69][CH2:70][CH2:71][CH2:72][CH2:73][CH2:74][CH3:75])[C:56]([NH:58][NH2:59])=[O:57])[CH2:41][CH2:42][CH2:43][CH2:44][CH2:45][CH2:46][CH2:47][CH2:48][CH2:49][CH2:50][CH3:51].[CH2:89]1[CH2:93][O:92][CH2:91][CH2:90]1. (7) Given the product [CH3:12][N:13]([CH3:15])[CH:14]=[CH:10][C:9](=[O:11])[CH2:8][CH2:7][C:1]1[CH:6]=[CH:5][CH:4]=[CH:3][CH:2]=1, predict the reactants needed to synthesize it. The reactants are: [C:1]1([CH2:7][CH2:8][C:9](=[O:11])[CH3:10])[CH:6]=[CH:5][CH:4]=[CH:3][CH:2]=1.[CH3:12][N:13]([CH:15](OC)OC)[CH3:14].